Dataset: Full USPTO retrosynthesis dataset with 1.9M reactions from patents (1976-2016). Task: Predict the reactants needed to synthesize the given product. (1) Given the product [CH3:1][C:2]1[N:7]=[C:6]([N:8]2[CH2:13][CH2:12][CH:11]([CH3:14])[CH2:10][CH2:9]2)[C:5]([C:15]([OH:17])=[O:16])=[CH:4][N:3]=1, predict the reactants needed to synthesize it. The reactants are: [CH3:1][C:2]1[N:7]=[C:6]([N:8]2[CH2:13][CH2:12][CH:11]([CH3:14])[CH2:10][CH2:9]2)[C:5]([C:15]([O:17]CC)=[O:16])=[CH:4][N:3]=1.[OH-].[Na+].Cl. (2) Given the product [Cl:1][C:2]1[CH:3]=[C:4]([CH:7]=[CH:8][C:9]=1[O:10][CH:11]([CH3:12])[CH3:15])[CH:5]=[O:6], predict the reactants needed to synthesize it. The reactants are: [Cl:1][C:2]1[CH:3]=[C:4]([CH:7]=[CH:8][C:9]=1[O:10][CH2:11][CH2:12]C)[CH:5]=[O:6].Cl[C:15]1C=C(CO)C=CC=1OCCC.BrCC1C=CC(OCCC)=C(Cl)C=1.ClC1C=C(C=CC=1O)C=O.C(I)(C)C. (3) Given the product [CH3:21][N:17]1[C:18]2[C:14](=[CH:13][C:12]([N:7]3[CH2:6][C:5]4[C:9](=[CH:10][C:2]([B:22]5[O:26][C:25]([CH3:28])([CH3:27])[C:24]([CH3:30])([CH3:29])[O:23]5)=[CH:3][CH:4]=4)[C:8]3=[O:11])=[CH:20][CH:19]=2)[CH:15]=[CH:16]1, predict the reactants needed to synthesize it. The reactants are: Br[C:2]1[CH:10]=[C:9]2[C:5]([CH2:6][N:7]([C:12]3[CH:13]=[C:14]4[C:18](=[CH:19][CH:20]=3)[N:17]([CH3:21])[CH:16]=[CH:15]4)[C:8]2=[O:11])=[CH:4][CH:3]=1.[B:22]1([B:22]2[O:26][C:25]([CH3:28])([CH3:27])[C:24]([CH3:30])([CH3:29])[O:23]2)[O:26][C:25]([CH3:28])([CH3:27])[C:24]([CH3:30])([CH3:29])[O:23]1.C([O-])(=O)C.[K+]. (4) The reactants are: [F:1][C:2]([F:14])([F:13])[O:3][C:4]1[CH:9]=[CH:8][C:7]([N:10]=[C:11]=[O:12])=[CH:6][CH:5]=1.Cl.[NH2:16][C@H:17]1[CH2:22][CH2:21][C@H:20]([OH:23])[CH2:19][CH2:18]1.CCN(CC)CC.Cl. Given the product [OH:23][C@H:20]1[CH2:21][CH2:22][C@H:17]([NH:16][C:11]([NH:10][C:7]2[CH:6]=[CH:5][C:4]([O:3][C:2]([F:13])([F:14])[F:1])=[CH:9][CH:8]=2)=[O:12])[CH2:18][CH2:19]1, predict the reactants needed to synthesize it. (5) The reactants are: [CH2:1]([NH:3][CH3:4])[CH3:2].[CH2:5]([NH:7][C:8]([C:10]1[CH:15]=[CH:14][CH:13]=[C:12](Br)[N:11]=1)=[O:9])[CH3:6]. Given the product [CH2:5]([NH:7][C:8]([C:10]1[CH:15]=[CH:14][CH:13]=[C:12]([N:3]([CH2:1][CH3:2])[CH3:4])[N:11]=1)=[O:9])[CH3:6], predict the reactants needed to synthesize it. (6) Given the product [Br:1][C:2]1[CH:10]=[C:9]2[C:5]([CH:6]=[C:7]([CH3:12])[N:8]2[CH3:11])=[CH:4][C:3]=1[O:16][CH3:17], predict the reactants needed to synthesize it. The reactants are: [Br:1][C:2]1[CH:10]=[C:9]2[C:5]([C:6](C(O)=O)=[C:7]([CH3:12])[N:8]2[CH3:11])=[CH:4][C:3]=1[O:16][CH3:17].N1C2C(=CC=CC=2)C=CC=1. (7) Given the product [OH:50][CH2:49][C:8]([N:5]1[CH2:6][CH2:7][C@H:2]([O:1][C:17]2[CH:24]=[CH:23][C:22]([C:25]3[N:30]=[C:29]([NH:31][C:32]4[CH:37]=[CH:36][C:35]([N:38]5[CH2:43][CH2:42][N:41]([CH:44]6[CH2:47][O:46][CH2:45]6)[CH2:40][CH2:39]5)=[CH:34][CH:33]=4)[N:28]=[CH:27][N:26]=3)=[CH:21][C:18]=2[C:19]#[N:20])[CH2:3][C@@H:4]1[CH3:15])=[O:10], predict the reactants needed to synthesize it. The reactants are: [OH:1][C@H:2]1[CH2:7][CH2:6][N:5]([C:8]([O:10]C(C)(C)C)=O)[C@@H:4]([CH3:15])[CH2:3]1.F[C:17]1[CH:24]=[CH:23][C:22]([C:25]2[N:30]=[C:29]([NH:31][C:32]3[CH:37]=[CH:36][C:35]([N:38]4[CH2:43][CH2:42][N:41]([CH:44]5[CH2:47][O:46][CH2:45]5)[CH2:40][CH2:39]4)=[CH:34][CH:33]=3)[N:28]=[CH:27][N:26]=2)=[CH:21][C:18]=1[C:19]#[N:20].C(O)(=O)[CH2:49][OH:50]. (8) Given the product [NH2:15][C:14]([NH:16][C:1](=[O:2])[O:3][C:4]([CH3:7])([CH3:6])[CH3:5])=[NH:13], predict the reactants needed to synthesize it. The reactants are: [C:1](OC([O-])=O)([O:3][C:4]([CH3:7])([CH3:6])[CH3:5])=[O:2].Cl.[NH2:13][C:14]([NH2:16])=[NH:15].[OH-].[Na+].